Dataset: Reaction yield outcomes from USPTO patents with 853,638 reactions. Task: Predict the reaction yield, written as a fraction of the theoretical maximum amount of product (1.0 means a 100% yield; for example, 0.34 means a 34% yield). (1) The reactants are C([N:8]1[CH2:13][CH2:12][N:11]([C:14]2[CH:19]=[CH:18][CH:17]=[CH:16][CH:15]=2)[C:10](=[O:20])[CH2:9]1)C1C=CC=CC=1. The catalyst is [Pd].C(O)(=O)C. The product is [C:14]1([N:11]2[CH2:12][CH2:13][NH:8][CH2:9][C:10]2=[O:20])[CH:15]=[CH:16][CH:17]=[CH:18][CH:19]=1. The yield is 0.960. (2) The reactants are [Cl:1][C:2]1[CH:7]=[CH:6][N:5]=[C:4]([CH:8]([CH:10]2[CH2:12][CH2:11]2)[OH:9])[C:3]=1[O:13][CH3:14]. The catalyst is C(Cl)Cl.[O-2].[Mn+4].[O-2]. The product is [Cl:1][C:2]1[CH:7]=[CH:6][N:5]=[C:4]([C:8]([CH:10]2[CH2:12][CH2:11]2)=[O:9])[C:3]=1[O:13][CH3:14]. The yield is 0.960. (3) The reactants are [CH2:1]([O:3][C:4]1([C:7]2[CH:12]=[CH:11][C:10]([C:13]#[CH:14])=[CH:9][C:8]=2[C:15]([CH3:18])([CH3:17])[CH3:16])[CH2:6][CH2:5]1)[CH3:2].[CH3:19][O:20][C:21](=[O:30])[CH2:22][C:23]1[CH:28]=[CH:27][C:26](I)=[CH:25][CH:24]=1. The catalyst is C(N(CC)CC)C.[Cu]I.Cl[Pd](Cl)([P](C1C=CC=CC=1)(C1C=CC=CC=1)C1C=CC=CC=1)[P](C1C=CC=CC=1)(C1C=CC=CC=1)C1C=CC=CC=1. The product is [CH2:1]([O:3][C:4]1([C:7]2[CH:12]=[CH:11][C:10]([C:13]#[C:14][C:26]3[CH:27]=[CH:28][C:23]([CH2:22][C:21]([O:20][CH3:19])=[O:30])=[CH:24][CH:25]=3)=[CH:9][C:8]=2[C:15]([CH3:17])([CH3:16])[CH3:18])[CH2:6][CH2:5]1)[CH3:2]. The yield is 0.720. (4) The reactants are [F:1][C:2]1[CH:7]=[C:6]([C:8]2[CH:13]=[CH:12][N:11]=[C:10]3[NH:14][C:15]([C:17]4[CH:22]=[CH:21][C:20]([O:23][CH3:24])=[CH:19][CH:18]=4)=[N:16][C:9]=23)[CH:5]=[CH:4][C:3]=1[CH2:25][NH2:26].CCN(C(C)C)C(C)C.[C:36]([C:40]1[CH:48]=[CH:47][C:43]([C:44](Cl)=[O:45])=[CH:42][CH:41]=1)([CH3:39])([CH3:38])[CH3:37]. The catalyst is O1CCCC1. The product is [C:36]([C:40]1[CH:41]=[CH:42][C:43]([C:44]([NH:26][CH2:25][C:3]2[CH:4]=[CH:5][C:6]([C:8]3[CH:13]=[CH:12][N:11]=[C:10]4[NH:14][C:15]([C:17]5[CH:22]=[CH:21][C:20]([O:23][CH3:24])=[CH:19][CH:18]=5)=[N:16][C:9]=34)=[CH:7][C:2]=2[F:1])=[O:45])=[CH:47][CH:48]=1)([CH3:39])([CH3:37])[CH3:38]. The yield is 0.210. (5) The reactants are [N:1]1([CH2:6][C:7]#[C:8][C:9]2[CH:14]=[CH:13][C:12]([C:15]([C:17]3[CH:22]=[CH:21][C:20]([O:23][CH:24]4[CH2:29][CH2:28][CH2:27][CH2:26][O:25]4)=[CH:19][CH:18]=3)=[O:16])=[CH:11][CH:10]=2)[CH2:5][CH2:4][CH2:3][CH2:2]1. The catalyst is [Ni].CO. The product is [N:1]1([CH2:6][CH2:7][CH2:8][C:9]2[CH:10]=[CH:11][C:12]([C:15]([C:17]3[CH:18]=[CH:19][C:20]([O:23][CH:24]4[CH2:29][CH2:28][CH2:27][CH2:26][O:25]4)=[CH:21][CH:22]=3)=[O:16])=[CH:13][CH:14]=2)[CH2:2][CH2:3][CH2:4][CH2:5]1. The yield is 0.950.